From a dataset of Full USPTO retrosynthesis dataset with 1.9M reactions from patents (1976-2016). Predict the reactants needed to synthesize the given product. The reactants are: [C:1]([O:5][C:6]([N:8]1[CH2:13][CH2:12][CH2:11][C@H:10]([NH:14][C:15]2[C:20]3[CH:21]=[C:22]([C:24]4[CH:29]=[CH:28][C:27]([CH2:30][N:31]([CH3:33])[CH3:32])=[CH:26][CH:25]=4)[S:23][C:19]=3[C:18]([C:34]#[N:35])=[CH:17][CH:16]=2)[CH2:9]1)=[O:7])([CH3:4])([CH3:3])[CH3:2].CN(CC1C=C(C2SC3C(C(N)=O)=CN=C(N[C@H]4CCCNC4)C=3C=2)C=CC=1)C. Given the product [C:34]([C:18]1[C:19]2[S:23][C:22]([C:24]3[CH:25]=[CH:26][C:27]([CH2:30][N:31]([CH3:33])[CH3:32])=[CH:28][CH:29]=3)=[CH:21][C:20]=2[C:15]([NH:14][C@H:10]2[CH2:11][CH2:12][CH2:13][N:8]([C:6]([O:5][C:1]([CH3:4])([CH3:3])[CH3:2])=[O:7])[CH2:9]2)=[CH:16][CH:17]=1)#[N:35], predict the reactants needed to synthesize it.